Dataset: Catalyst prediction with 721,799 reactions and 888 catalyst types from USPTO. Task: Predict which catalyst facilitates the given reaction. (1) Reactant: Br[C:2]1[CH:7]=[CH:6][C:5]([Br:8])=[CH:4][N:3]=1.[NH:9]1[CH:13]=[N:12][N:11]=[N:10]1.C(=O)([O-])[O-].[K+].[K+].O. Product: [N:9]1([C:2]2[CH:7]=[CH:6][C:5]([Br:8])=[CH:4][N:3]=2)[CH:13]=[N:12][N:11]=[N:10]1. The catalyst class is: 60. (2) Reactant: [Br:1][C:2]1[CH:11]=[C:10]([Cl:12])[C:5]2[NH:6][C:7](=[O:9])[O:8][C:4]=2[CH:3]=1.[H-].[Na+].[CH3:15]I.O. Product: [Br:1][C:2]1[CH:11]=[C:10]([Cl:12])[C:5]2[N:6]([CH3:15])[C:7](=[O:9])[O:8][C:4]=2[CH:3]=1. The catalyst class is: 31. (3) Reactant: [C:1]1([CH:8]=[CH:7][CH:6]=[C:4]([OH:5])[CH:3]=1)[OH:2].C(=O)(OC)OC.Cl.Cl[S:17]([OH:20])(=[O:19])=[O:18]. Product: [OH:2][C:1]1[CH:3]=[C:4]([OH:5])[CH:6]=[CH:7][C:8]=1[S:17]([OH:20])(=[O:19])=[O:18]. The catalyst class is: 244. (4) Reactant: [F:1][C:2]1[CH:7]=[CH:6][C:5]([CH3:8])=[CH:4][C:3]=1[C:9]1[O:13][N:12]=[C:11]([CH:14]=O)[CH:10]=1.[CH2:16]([O:18][C:19]([N:21]1[CH2:26][CH2:25][NH:24][CH2:23][CH2:22]1)=[O:20])[CH3:17].C(OP([C:35]#[N:36])(=O)OCC)C. Product: [CH2:16]([O:18][C:19]([N:21]1[CH2:22][CH2:23][N:24]([CH:14]([C:35]#[N:36])[C:11]2[CH:10]=[C:9]([C:3]3[CH:4]=[C:5]([CH3:8])[CH:6]=[CH:7][C:2]=3[F:1])[O:13][N:12]=2)[CH2:25][CH2:26]1)=[O:20])[CH3:17]. The catalyst class is: 7. (5) Reactant: C1(P(C2C=CC=CC=2)C2C=CC=CC=2)C=CC=CC=1.[Si:20]([O:27][C@H:28]([C:44]1[CH:49]=[CH:48][CH:47]=[C:46]([Cl:50])[CH:45]=1)[C@:29]([NH:38][CH2:39][C@H:40](O)[CH2:41][CH3:42])([C:31]1[CH:36]=[CH:35][C:34]([Cl:37])=[CH:33][CH:32]=1)[CH3:30])([C:23]([CH3:26])([CH3:25])[CH3:24])([CH3:22])[CH3:21].N(C(OCC)=O)=NC(OCC)=O.C1(C)C=CC=CC=1. Product: [Si:20]([O:27][C@H:28]([C:44]1[CH:49]=[CH:48][CH:47]=[C:46]([Cl:50])[CH:45]=1)[C@:29]([N@:38]1[CH2:39][CH:40]1[CH2:41][CH3:42])([C:31]1[CH:36]=[CH:35][C:34]([Cl:37])=[CH:33][CH:32]=1)[CH3:30])([C:23]([CH3:26])([CH3:25])[CH3:24])([CH3:22])[CH3:21]. The catalyst class is: 1. (6) Reactant: [Cl:1][C:2]1[C:6]([Cl:7])=[C:5]([CH3:8])[NH:4][C:3]=1[C:9]([NH:11][CH:12]1[CH2:17][CH2:16][N:15]([C:18]2[CH:23]=[C:22]([C:24]#[N:25])[N:21]=[C:20]([Cl:26])[N:19]=2)[CH2:14][CH2:13]1)=[O:10].Cl.[NH2:28][OH:29]. Product: [NH2:25]/[C:24](=[N:28]\[OH:29])/[C:22]1[N:21]=[C:20]([Cl:26])[N:19]=[C:18]([N:15]2[CH2:16][CH2:17][CH:12]([NH:11][C:9]([C:3]3[NH:4][C:5]([CH3:8])=[C:6]([Cl:7])[C:2]=3[Cl:1])=[O:10])[CH2:13][CH2:14]2)[CH:23]=1. The catalyst class is: 191.